This data is from Full USPTO retrosynthesis dataset with 1.9M reactions from patents (1976-2016). The task is: Predict the reactants needed to synthesize the given product. (1) Given the product [Br:9][C:10]1[CH:15]=[CH:14][C:13]([CH:3]([C:2]([CH3:8])([CH3:7])[CH3:1])[C:4]([NH2:24])=[O:5])=[C:12]([C:17]([F:18])([F:19])[F:20])[CH:11]=1, predict the reactants needed to synthesize it. The reactants are: [CH3:1][C:2]([CH3:8])([CH3:7])[CH2:3][C:4](Cl)=[O:5].[Br:9][C:10]1[CH:15]=[CH:14][C:13](N)=[C:12]([C:17]([F:20])([F:19])[F:18])[CH:11]=1.O.C(#[N:24])C. (2) The reactants are: [CH3:1][C:2]1[N:7]([C:8]2[CH:13]=[CH:12][CH:11]=[C:10]([C:14]([F:17])([F:16])[F:15])[CH:9]=2)[CH2:6][N:5]([CH2:18][CH:19]=O)[C:4](=[O:21])[C:3]=1[C:22]1[N:26]([C:27]2[CH:34]=[CH:33][C:30]([C:31]#[N:32])=[CH:29][CH:28]=2)[N:25]=[CH:24][CH:23]=1.[CH3:35][NH:36][CH3:37].C(O)(=[O:40])C.C(O[BH-](OC(=O)C)OC(=O)C)(=O)C.[Na+]. Given the product [CH3:35][N:36]([CH3:37])[CH2:19][CH2:18][N:5]1[C:4](=[O:21])[C:3]([C:22]2[N:26]([C:27]3[CH:34]=[CH:33][C:30]([C:31]#[N:32])=[CH:29][CH:28]=3)[N:25]=[CH:24][CH:23]=2)=[C:2]([CH3:1])[N:7]([C:8]2[CH:13]=[CH:12][CH:11]=[C:10]([C:14]([F:16])([F:15])[F:17])[CH:9]=2)[C:6]1=[O:40], predict the reactants needed to synthesize it. (3) Given the product [O:1]1[C:6]2[CH:7]=[CH:8][CH:9]=[CH:10][C:5]=2[N:4]([C:11]([N:13]2[CH2:17][CH:16]=[C:15]([B:26]3[O:30][C:29]([CH3:32])([CH3:31])[C:28]([CH3:34])([CH3:33])[O:27]3)[CH2:14]2)=[O:12])[CH2:3][CH2:2]1, predict the reactants needed to synthesize it. The reactants are: [O:1]1[C:6]2[CH:7]=[CH:8][CH:9]=[CH:10][C:5]=2[N:4]([C:11]([N:13]2[CH2:17][CH:16]=[C:15](OS(C(F)(F)F)(=O)=O)[CH2:14]2)=[O:12])[CH2:3][CH2:2]1.[B:26]1([B:26]2[O:30][C:29]([CH3:32])([CH3:31])[C:28]([CH3:34])([CH3:33])[O:27]2)[O:30][C:29]([CH3:32])([CH3:31])[C:28]([CH3:34])([CH3:33])[O:27]1.C([O-])(=O)C.[K+]. (4) Given the product [CH:22]1([C:21]2[C:16]([N:13]3[CH2:14][CH2:15][N:10]([C:8]([C:5]4[CH:6]=[CH:7][C:2]([N:35]5[C@H:34]([CH2:32][CH3:33])[CH2:38][O:37][C:36]5=[O:39])=[CH:3][C:4]=4[S:28]([CH3:31])(=[O:30])=[O:29])=[O:9])[CH2:11][CH2:12]3)=[N:17][CH:18]=[C:19]([CH:25]3[CH2:27][CH2:26]3)[CH:20]=2)[CH2:24][CH2:23]1, predict the reactants needed to synthesize it. The reactants are: Br[C:2]1[CH:7]=[CH:6][C:5]([C:8]([N:10]2[CH2:15][CH2:14][N:13]([C:16]3[C:21]([CH:22]4[CH2:24][CH2:23]4)=[CH:20][C:19]([CH:25]4[CH2:27][CH2:26]4)=[CH:18][N:17]=3)[CH2:12][CH2:11]2)=[O:9])=[C:4]([S:28]([CH3:31])(=[O:30])=[O:29])[CH:3]=1.[CH2:32]([C@@H:34]1[CH2:38][O:37][C:36](=[O:39])[NH:35]1)[CH3:33].